Dataset: Experimentally validated miRNA-target interactions with 360,000+ pairs, plus equal number of negative samples. Task: Binary Classification. Given a miRNA mature sequence and a target amino acid sequence, predict their likelihood of interaction. (1) The miRNA is hsa-miR-6081 with sequence AGGAGCAGUGCCGGCCAAGGCGCC. The protein sequence of the target gene is MDMLDPGLDPAASATAAAAASHDKGPEAEEGVELQEGGDGPGAEEQTAVAITSVQQAAFGDHNIQYQFRTETNGGQVTYRVVQVTDGQLDGQGDTAGAVSVVSTAAFAGGQQAVTQVGVDGAAQRPGPAAASVPPGPAAPFPLAVIQNPFSNGGSPAAEAVSGEARFAYFPASSVGDTTAVSVQTTDQSLQAGGQFYVMMTPQDVLQTGTQRTIAPRTHPYSPKIDGTRTPRDERRRAQHNEVERRRRDKINNWIVQLSKIIPDCNADNSKTGASKGGILSKACDYIRELRQTNQRMQET.... Result: 1 (interaction). (2) The miRNA is mmu-miR-3110-5p with sequence UUCUGCCUCCCCUGAAGGCUC. The protein sequence of the target gene is MADSEEFRASSPPPPPPSSPSSGASSSSLSMPVSLGWRDPSRSPGPTVDPLEQVELQIGDAAFSLTKLLEATSAVSAQVEELALKCTENARFLKTWRDLLKEGYDSLKPDN. Result: 1 (interaction). (3) The miRNA is hsa-miR-190a-3p with sequence CUAUAUAUCAAACAUAUUCCU. The protein sequence of the target gene is MRFKFPLMAISLEVAMIVLFGLFVEYETPQNASQKNASHQNASQQGNTSSSAKKDQFFQLYPLFQDVHVMIFVGFGFLMTFLKKYGFSGVGFNLFLAALGLQWGTIMQGLLHSHGKEFHFGIYNMINADFSTATVLISFGAVLGKTSPIQMLIMTILEIAVFAGNEYLVTELFEASDTGASMTIHAFGAYFGLAVAGVLYRPGLRCEHPNDESVYHSDLFAMIGTLFLWIFWPSFNSAIADPGDHQYRAIVNTYMSLAACVITAYALSSLVERRGRLDMVHIQNATLAGGVAVGTCADME.... Result: 0 (no interaction). (4) The miRNA is hsa-miR-6854-5p with sequence AAGCUCAGGUUUGAGAACUGCUGA. The protein sequence of the target gene is MSAAQVSSSRRQSCYLCDLPRMPWAMIWDFSEPVCRGCVNYEGADRIEFVIETARQLKRAHGCFQDGRSPGPPPPVGVKTVALSAKEAAAAAAAAAAAAAAAQQQQQQQQQQQQQQQQQQQQQQQQQLNHVDGSSKPAVLAAPSGLERYGLSAAAAAAAAAAAAVEQRSRFEYPPPPVSLGSSSHTARLPNGLGGPNGFPKPTPEEGPPELNRQSPNSSSAAASVASRRGTHGGLVTGLPNPGGGGGPQLTVPPNLLPQTLLNGPASAAVLPPPPPHALGSRGPPTPAPPGAPGGPACLG.... Result: 0 (no interaction).